From a dataset of Reaction yield outcomes from USPTO patents with 853,638 reactions. Predict the reaction yield, written as a fraction of the theoretical maximum amount of product (1.0 means a 100% yield; for example, 0.34 means a 34% yield). (1) The reactants are [CH3:1][O:2][C:3]1[CH:35]=[CH:34][C:6]([CH2:7][N:8]2[C:12]3=[N:13][CH:14]=[CH:15][C:16]([O:17][C:18]4[CH:27]=[CH:26][C:21]([C:22]([O:24][CH3:25])=[O:23])=[CH:20][CH:19]=4)=[C:11]3[C:10]([NH:28][C@@H:29]3[CH2:33][CH2:32][NH:31][CH2:30]3)=[N:9]2)=[CH:5][CH:4]=1.[C:36](O)(=[O:39])[CH2:37][CH3:38]. The product is [CH3:1][O:2][C:3]1[CH:4]=[CH:5][C:6]([CH2:7][N:8]2[C:12]3=[N:13][CH:14]=[CH:15][C:16]([O:17][C:18]4[CH:27]=[CH:26][C:21]([C:22]([O:24][CH3:25])=[O:23])=[CH:20][CH:19]=4)=[C:11]3[C:10]([NH:28][C@@H:29]3[CH2:33][CH2:32][N:31]([C:36](=[O:39])[CH2:37][CH3:38])[CH2:30]3)=[N:9]2)=[CH:34][CH:35]=1. No catalyst specified. The yield is 1.00. (2) The reactants are [C:1]([O:4][C:5]1[CH:13]=[CH:12][C:11]([Br:14])=[CH:10][C:6]=1[C:7]([OH:9])=O)(=[O:3])[CH3:2].[NH2:15][C:16]1[S:17][CH:18]=[C:19]([C:21]([CH3:24])([CH3:23])[CH3:22])[N:20]=1. No catalyst specified. The product is [C:1]([O:4][C:5]1[CH:13]=[CH:12][C:11]([Br:14])=[CH:10][C:6]=1[C:7]([NH:15][C:16]1[S:17][CH:18]=[C:19]([C:21]([CH3:24])([CH3:23])[CH3:22])[N:20]=1)=[O:9])(=[O:3])[CH3:2]. The yield is 0.594.